Dataset: Reaction yield outcomes from USPTO patents with 853,638 reactions. Task: Predict the reaction yield, written as a fraction of the theoretical maximum amount of product (1.0 means a 100% yield; for example, 0.34 means a 34% yield). (1) The reactants are [CH3:1][C:2]1([CH3:31])[S:7](=[O:9])(=[O:8])[C@H:6]2[CH2:10][CH2:11][O:12][C:13]3[CH:18]=[CH:17][C:16]([N+:19]([O-:21])=[O:20])=[CH:15][C:14]=3[C@@:5]2([CH3:22])[N:4]=[C:3]1[NH:23][C:24](=[O:30])[O:25][C:26]([CH3:29])([CH3:28])[CH3:27].[C:32](O[C:32]([O:34][C:35]([CH3:38])([CH3:37])[CH3:36])=[O:33])([O:34][C:35]([CH3:38])([CH3:37])[CH3:36])=[O:33].C(N(CC)CC)C. The catalyst is ClCCl.CN(C1C=CN=CC=1)C. The product is [CH3:1][C:2]1([CH3:31])[S:7](=[O:9])(=[O:8])[C@H:6]2[CH2:10][CH2:11][O:12][C:13]3[CH:18]=[CH:17][C:16]([N+:19]([O-:21])=[O:20])=[CH:15][C:14]=3[C@@:5]2([CH3:22])[N:4]=[C:3]1[N:23]([C:32]([O:34][C:35]([CH3:38])([CH3:37])[CH3:36])=[O:33])[C:24](=[O:30])[O:25][C:26]([CH3:29])([CH3:28])[CH3:27]. The yield is 0.520. (2) The reactants are [C:1]([O:5][C:6]([N:8]1[CH2:13][CH:12]2[CH2:14][CH:10]([N:11]2C(C(F)(F)F)=O)[CH2:9]1)=[O:7])([CH3:4])([CH3:3])[CH3:2].C(=O)([O-])[O-].[K+].[K+]. The catalyst is CO. The product is [C:1]([O:5][C:6]([N:8]1[CH2:9][CH:10]2[CH2:14][CH:12]([NH:11]2)[CH2:13]1)=[O:7])([CH3:4])([CH3:2])[CH3:3]. The yield is 0.790. (3) The reactants are [CH:1]1([C:6]#[C:7][C:8]#[N:9])[CH2:5][CH2:4][CH2:3][CH2:2]1.[NH:10]1[CH:14]=[C:13]([C:15]2[C:16]3[CH:23]=[CH:22][N:21](COCC[Si](C)(C)C)[C:17]=3[N:18]=[CH:19][N:20]=2)[CH:12]=[N:11]1.C1CCN2C(=NCCC2)CC1. The catalyst is C(#N)C. The product is [C:1]1(=[C:6]([N:10]2[CH:14]=[C:13]([C:15]3[C:16]4[CH:23]=[CH:22][NH:21][C:17]=4[N:18]=[CH:19][N:20]=3)[CH:12]=[N:11]2)[CH2:7][C:8]#[N:9])[CH2:5][CH2:4][CH2:3][CH2:2]1. The yield is 0.740. (4) The reactants are [NH2:1][C@@H:2](/[CH:5]=[CH:6]/[C:7]1[CH:12]=[CH:11][CH:10]=[C:9]([Cl:13])[CH:8]=1)[CH2:3][OH:4]. The catalyst is C(O)C.[Pt]. The product is [NH2:1][C@@H:2]([CH2:5][CH2:6][C:7]1[CH:12]=[CH:11][CH:10]=[C:9]([Cl:13])[CH:8]=1)[CH2:3][OH:4]. The yield is 0.650. (5) The reactants are [O:1]1[CH2:7][CH2:6][CH2:5][O:4][C:3]2[C:8]([CH2:12][NH:13][CH3:14])=[CH:9][CH:10]=[CH:11][C:2]1=2.Cl.[O:16]=[C:17]1[NH:26][C:25]2[N:24]=[CH:23][C:22](/[CH:27]=[CH:28]/[C:29]([OH:31])=O)=[CH:21][C:20]=2[CH2:19][CH2:18]1. No catalyst specified. The product is [O:1]1[CH2:7][CH2:6][CH2:5][O:4][C:3]2[C:8]([CH2:12][N:13]([CH3:14])[C:29](=[O:31])[CH:28]=[CH:27][C:22]3[CH:23]=[N:24][C:25]4[NH:26][C:17](=[O:16])[CH2:18][CH2:19][C:20]=4[CH:21]=3)=[CH:9][CH:10]=[CH:11][C:2]1=2. The yield is 0.790.